From a dataset of NCI-60 drug combinations with 297,098 pairs across 59 cell lines. Regression. Given two drug SMILES strings and cell line genomic features, predict the synergy score measuring deviation from expected non-interaction effect. Drug 1: CC1=CC2C(CCC3(C2CCC3(C(=O)C)OC(=O)C)C)C4(C1=CC(=O)CC4)C. Drug 2: CS(=O)(=O)OCCCCOS(=O)(=O)C. Cell line: SNB-19. Synergy scores: CSS=-4.08, Synergy_ZIP=0.938, Synergy_Bliss=-2.25, Synergy_Loewe=-14.4, Synergy_HSA=-10.0.